Task: Predict the product of the given reaction.. Dataset: Forward reaction prediction with 1.9M reactions from USPTO patents (1976-2016) (1) Given the reactants Br[CH2:2][C:3]1[CH:12]=[CH:11][C:6]([C:7]([O:9][CH3:10])=[O:8])=[CH:5][C:4]=1[F:13].[SH:14][C:15]1[CH:20]=[CH:19][C:18]([OH:21])=[CH:17][CH:16]=1, predict the reaction product. The product is: [F:13][C:4]1[CH:5]=[C:6]([CH:11]=[CH:12][C:3]=1[CH2:2][S:14][C:15]1[CH:20]=[CH:19][C:18]([OH:21])=[CH:17][CH:16]=1)[C:7]([OH:9])=[O:8].[F:13][C:4]1[CH:5]=[C:6]([CH:11]=[CH:12][C:3]=1[CH2:2][S:14][C:15]1[CH:20]=[CH:19][C:18]([OH:21])=[CH:17][CH:16]=1)[C:7]([O:9][CH3:10])=[O:8]. (2) The product is: [Cl:37][C:31]1[CH:32]=[CH:33][CH:34]=[C:35]([Cl:36])[C:30]=1[N:23]1[C:22]([CH2:21][O:20][C:17]2[CH:18]=[CH:19][C:14]([N:12]([CH2:11][C:8]3[CH:7]=[CH:6][C:5]([CH2:4][C:3]([OH:39])=[O:2])=[CH:10][CH:9]=3)[CH3:13])=[C:15]([CH3:38])[CH:16]=2)=[C:26]([CH:27]([CH3:29])[CH3:28])[CH:25]=[N:24]1. Given the reactants C[O:2][C:3](=[O:39])[CH2:4][C:5]1[CH:10]=[CH:9][C:8]([CH2:11][N:12]([C:14]2[CH:19]=[CH:18][C:17]([O:20][CH2:21][C:22]3[N:23]([C:30]4[C:35]([Cl:36])=[CH:34][CH:33]=[CH:32][C:31]=4[Cl:37])[N:24]=[CH:25][C:26]=3[CH:27]([CH3:29])[CH3:28])=[CH:16][C:15]=2[CH3:38])[CH3:13])=[CH:7][CH:6]=1.[OH-].[Li+], predict the reaction product. (3) Given the reactants C([O-])([O-])=O.[K+].[K+].[OH:7][C:8]1[CH:17]=[CH:16][C:15]([OH:18])=[CH:14][C:9]=1[C:10]([O:12][CH3:13])=[O:11].Br[CH2:20][C:21]1[CH:26]=[CH:25][CH:24]=[CH:23][CH:22]=1, predict the reaction product. The product is: [CH2:20]([O:18][C:15]1[CH:16]=[CH:17][C:8]([OH:7])=[C:9]([CH:14]=1)[C:10]([O:12][CH3:13])=[O:11])[C:21]1[CH:26]=[CH:25][CH:24]=[CH:23][CH:22]=1.